This data is from Catalyst prediction with 721,799 reactions and 888 catalyst types from USPTO. The task is: Predict which catalyst facilitates the given reaction. Reactant: [CH2:1]([N:3]([C:34]1[CH:39]=[CH:38][CH:37]=[CH:36][CH:35]=1)[C:4]1[C:12]2[O:11][CH2:10][C@@H:9]([N:13](C(=O)C(F)(F)F)[C:14]3[CH:27]=[CH:26][C:17]4[C@H:18]([CH2:21][C:22]([O:24]C)=[O:23])[CH2:19][O:20][C:16]=4[CH:15]=3)[C:8]=2[CH:7]=[CH:6][CH:5]=1)[CH3:2].[OH-].[Na+]. Product: [CH2:1]([N:3]([C:34]1[CH:35]=[CH:36][CH:37]=[CH:38][CH:39]=1)[C:4]1[C:12]2[O:11][CH2:10][C@@H:9]([NH:13][C:14]3[CH:27]=[CH:26][C:17]4[C@H:18]([CH2:21][C:22]([OH:24])=[O:23])[CH2:19][O:20][C:16]=4[CH:15]=3)[C:8]=2[CH:7]=[CH:6][CH:5]=1)[CH3:2]. The catalyst class is: 83.